From a dataset of Aqueous solubility values for 9,982 compounds from the AqSolDB database. Regression/Classification. Given a drug SMILES string, predict its absorption, distribution, metabolism, or excretion properties. Task type varies by dataset: regression for continuous measurements (e.g., permeability, clearance, half-life) or binary classification for categorical outcomes (e.g., BBB penetration, CYP inhibition). For this dataset (solubility_aqsoldb), we predict Y. (1) The drug is CN(C)C=O. The Y is 1.14 log mol/L. (2) The compound is NNCCO. The Y is 1.12 log mol/L.